Dataset: Reaction yield outcomes from USPTO patents with 853,638 reactions. Task: Predict the reaction yield, written as a fraction of the theoretical maximum amount of product (1.0 means a 100% yield; for example, 0.34 means a 34% yield). (1) The reactants are Cl[C:2]1[CH:3]=[C:4]([C:14]([NH:16][CH2:17][C:18]2[C:19](=[O:26])[NH:20][C:21]([CH3:25])=[CH:22][C:23]=2[CH3:24])=[O:15])[C:5]2[CH:10]=[N:9][N:8]([CH:11]([CH3:13])[CH3:12])[C:6]=2[N:7]=1.[NH2:27][C:28]1[CH:29]=[C:30](B(O)O)[CH:31]=[CH:32][CH:33]=1.C(=O)(O)[O-].[Na+].O. The catalyst is COCCOC.O.C1C=CC(P(C2C=CC=CC=2)[C-]2C=CC=C2)=CC=1.C1C=CC(P(C2C=CC=CC=2)[C-]2C=CC=C2)=CC=1.Cl[Pd]Cl.[Fe+2].C(Cl)Cl. The product is [NH2:27][C:28]1[CH:33]=[C:32]([C:2]2[CH:3]=[C:4]([C:14]([NH:16][CH2:17][C:18]3[C:19](=[O:26])[NH:20][C:21]([CH3:25])=[CH:22][C:23]=3[CH3:24])=[O:15])[C:5]3[CH:10]=[N:9][N:8]([CH:11]([CH3:13])[CH3:12])[C:6]=3[N:7]=2)[CH:31]=[CH:30][CH:29]=1. The yield is 0.420. (2) The reactants are C([O:8]/[N:9]=[C:10]1\[CH2:11][CH2:12][C:13]2[C:18]\1=[CH:17][CH:16]=[C:15]([C:19]1[C:20]([C:27]3[CH:32]=[CH:31][N:30]=[CH:29][CH:28]=3)=[N:21][N:22]([CH2:24][CH2:25][OH:26])[CH:23]=1)[CH:14]=2)C1C=CC=CC=1.Cl.[H][H]. The catalyst is CO.[OH-].[Pd+2].[OH-]. The product is [OH:26][CH2:25][CH2:24][N:22]1[CH:23]=[C:19]([C:15]2[CH:14]=[C:13]3[C:18](=[CH:17][CH:16]=2)[C:10](=[N:9][OH:8])[CH2:11][CH2:12]3)[C:20]([C:27]2[CH:28]=[CH:29][N:30]=[CH:31][CH:32]=2)=[N:21]1. The yield is 0.530. (3) The catalyst is C1C=CC([P]([Pd]([P](C2C=CC=CC=2)(C2C=CC=CC=2)C2C=CC=CC=2)([P](C2C=CC=CC=2)(C2C=CC=CC=2)C2C=CC=CC=2)[P](C2C=CC=CC=2)(C2C=CC=CC=2)C2C=CC=CC=2)(C2C=CC=CC=2)C2C=CC=CC=2)=CC=1.C(#N)C. The yield is 0.100. The product is [Cl:17][C:6]1[CH:5]=[N:4][CH:3]=[C:2]([C:19]2[S:18][CH:22]=[CH:21][CH:20]=2)[C:7]=1[N:8]1[CH2:13][CH2:12][CH:11]([C:14]([NH2:16])=[O:15])[CH2:10][CH2:9]1. The reactants are Cl[C:2]1[CH:3]=[N:4][CH:5]=[C:6]([Cl:17])[C:7]=1[N:8]1[CH2:13][CH2:12][CH:11]([C:14]([NH2:16])=[O:15])[CH2:10][CH2:9]1.[S:18]1[CH:22]=[CH:21][CH:20]=[C:19]1B(O)O.C(=O)([O-])[O-].[Na+].[Na+]. (4) The reactants are [I:1][C:2]1[CH:3]=[C:4]2[C:8](=[CH:9][CH:10]=1)[NH:7][C:6](=[O:11])[C:5]2=[N:12][NH:13][C:14]([C:16]1[CH:25]=[CH:24][C:19]([C:20]([O:22]C)=[O:21])=[CH:18][CH:17]=1)=[O:15].[OH-].[Na+]. The catalyst is C1COCC1. The product is [I:1][C:2]1[CH:3]=[C:4]2[C:8](=[CH:9][CH:10]=1)[NH:7][C:6](=[O:11])[C:5]2=[N:12][NH:13][C:14]([C:16]1[CH:25]=[CH:24][C:19]([C:20]([OH:22])=[O:21])=[CH:18][CH:17]=1)=[O:15]. The yield is 0.750. (5) The reactants are [Cl:1][C:2]1[CH:7]=[CH:6][N:5]=[C:4]2[CH:8]=[C:9]([Sn](C)(C)C)[S:10][C:3]=12.Br[C:16]1[N:21]=[CH:20][CH:19]=[CH:18][N:17]=1. No catalyst specified. The product is [Cl:1][C:2]1[CH:7]=[CH:6][N:5]=[C:4]2[CH:8]=[C:9]([C:16]3[N:21]=[CH:20][CH:19]=[CH:18][N:17]=3)[S:10][C:3]=12. The yield is 0.400. (6) The reactants are [CH3:1][C:2]1[O:6][N:5]=[C:4]([C:7]2[CH:12]=[CH:11][CH:10]=[CH:9][CH:8]=2)[C:3]=1[C:13]([OH:15])=O.[NH:16]1[C:20]2[CH:21]=[CH:22][CH:23]=[CH:24][C:19]=2[N:18]=[C:17]1[C:25]1[C:29]([NH2:30])=[CH:28][NH:27][N:26]=1.C(Cl)CCl.C1C=CC2N(O)N=NC=2C=1. The catalyst is CS(C)=O. The product is [NH:18]1[C:19]2[CH:24]=[CH:23][CH:22]=[CH:21][C:20]=2[N:16]=[C:17]1[C:25]1[C:29]([NH:30][C:13]([C:3]2[C:4]([C:7]3[CH:8]=[CH:9][CH:10]=[CH:11][CH:12]=3)=[N:5][O:6][C:2]=2[CH3:1])=[O:15])=[CH:28][NH:27][N:26]=1. The yield is 0.160. (7) The reactants are [BH4-].[Na+].[CH3:3][O:4][C:5](=[O:32])[CH2:6][C:7]1[CH:12]=[C:11]([Br:13])[C:10]([O:14][C:15]2[CH:20]=[CH:19][C:18]([O:21][CH3:22])=[C:17]([C:23](=O)[CH2:24][CH:25]3[CH2:29][CH2:28][CH2:27][CH2:26]3)[CH:16]=2)=[C:9]([Br:31])[CH:8]=1.C(O)(C(F)(F)F)=O.C(Cl)Cl.C([O-])(O)=O.[Na+]. No catalyst specified. The product is [CH3:3][O:4][C:5](=[O:32])[CH2:6][C:7]1[CH:12]=[C:11]([Br:13])[C:10]([O:14][C:15]2[CH:20]=[CH:19][C:18]([O:21][CH3:22])=[C:17]([CH2:23][CH2:24][CH:25]3[CH2:26][CH2:27][CH2:28][CH2:29]3)[CH:16]=2)=[C:9]([Br:31])[CH:8]=1. The yield is 0.510. (8) The reactants are C([O:8][C:9]1[C:14]([CH3:15])=[CH:13][C:12]([C:16]2[NH:17][C:18](=[O:30])[C:19]3[C:20]([O:28][CH3:29])=[CH:21][C:22]([O:26][CH3:27])=[N:23][C:24]=3[CH:25]=2)=[CH:11][C:10]=1[CH3:31])C1C=CC=CC=1. The catalyst is CN(C=O)C.CO.[Pd]. The product is [OH:8][C:9]1[C:10]([CH3:31])=[CH:11][C:12]([C:16]2[NH:17][C:18](=[O:30])[C:19]3[C:20]([O:28][CH3:29])=[CH:21][C:22]([O:26][CH3:27])=[N:23][C:24]=3[CH:25]=2)=[CH:13][C:14]=1[CH3:15]. The yield is 0.880. (9) The reactants are [C:1]([C:4]1[CH:13]=[CH:12][C:7]([C:8]([O:10][CH3:11])=[O:9])=[CH:6][CH:5]=1)(=[O:3])[CH3:2].[Br:14]Br.O. The catalyst is C(Cl)(Cl)Cl. The product is [CH3:11][O:10][C:8](=[O:9])[C:7]1[CH:12]=[CH:13][C:4]([C:1](=[O:3])[CH2:2][Br:14])=[CH:5][CH:6]=1. The yield is 0.890.